Predict the product of the given reaction. From a dataset of Forward reaction prediction with 1.9M reactions from USPTO patents (1976-2016). (1) Given the reactants [C:1]([O:5][C:6](=[O:33])[NH:7][CH2:8][CH2:9][CH2:10][NH:11][CH:12]([C:15]1[N:20]([CH2:21][C:22]2[CH:27]=[CH:26][CH:25]=[CH:24][CH:23]=2)[C:19](=[O:28])[C:18]2=[CH:29][CH:30]=[C:31]([Cl:32])[N:17]2[N:16]=1)[CH2:13][CH3:14])([CH3:4])([CH3:3])[CH3:2].CCN(CC)CC.[C:41]1([CH3:50])[CH:46]=[CH:45][C:44]([C:47](Cl)=[O:48])=[CH:43][CH:42]=1, predict the reaction product. The product is: [C:1]([O:5][C:6](=[O:33])[NH:7][CH2:8][CH2:9][CH2:10][N:11]([CH:12]([C:15]1[N:20]([CH2:21][C:22]2[CH:27]=[CH:26][CH:25]=[CH:24][CH:23]=2)[C:19](=[O:28])[C:18]2=[CH:29][CH:30]=[C:31]([Cl:32])[N:17]2[N:16]=1)[CH2:13][CH3:14])[C:47](=[O:48])[C:44]1[CH:45]=[CH:46][C:41]([CH3:50])=[CH:42][CH:43]=1)([CH3:2])([CH3:3])[CH3:4]. (2) Given the reactants C(S[C:4](=[O:20])[C@H:5]([NH:9][C:10]([O:12][CH2:13][C:14]1[CH:19]=[CH:18][CH:17]=[CH:16][CH:15]=1)=[O:11])[CH:6]([CH3:8])[CH3:7])C.[SiH](CC)(CC)CC, predict the reaction product. The product is: [CH2:13]([O:12][C:10](=[O:11])[NH:9][C@@H:5]([CH:4]=[O:20])[CH:6]([CH3:8])[CH3:7])[C:14]1[CH:19]=[CH:18][CH:17]=[CH:16][CH:15]=1. (3) Given the reactants Cl[C:2]1[N:3]=[CH:4][C:5]2[N:11]([CH3:12])[C:10](=[O:13])[C:9]([F:15])([F:14])[CH2:8][N:7]([CH:16]3[CH2:18][CH:17]3[C:19]3[CH:24]=[CH:23][CH:22]=[CH:21][CH:20]=3)[C:6]=2[N:25]=1.[NH2:26][C:27]1[CH:35]=[CH:34][C:30]([C:31]([OH:33])=[O:32])=[CH:29][C:28]=1[O:36][CH3:37], predict the reaction product. The product is: [F:14][C:9]1([F:15])[CH2:8][N:7]([C@@H:16]2[CH2:18][C@H:17]2[C:19]2[CH:24]=[CH:23][CH:22]=[CH:21][CH:20]=2)[C:6]2[N:25]=[C:2]([NH:26][C:27]3[CH:35]=[CH:34][C:30]([C:31]([OH:33])=[O:32])=[CH:29][C:28]=3[O:36][CH3:37])[N:3]=[CH:4][C:5]=2[N:11]([CH3:12])[C:10]1=[O:13]. (4) The product is: [C:1]([NH:4][C:5]1[CH:13]=[CH:12][C:8]([C:9]([NH:24][C:23]2[CH:25]=[CH:26][C:27]([O:28][CH2:29][C:30]([NH2:32])([CH3:35])[CH3:31])=[C:21]([C:16]3[N:17]([CH3:20])[N:18]=[CH:19][C:15]=3[Br:14])[CH:22]=2)=[O:10])=[CH:7][CH:6]=1)(=[O:3])[CH3:2]. Given the reactants [C:1]([NH:4][C:5]1[CH:13]=[CH:12][C:8]([C:9](Cl)=[O:10])=[CH:7][CH:6]=1)(=[O:3])[CH3:2].[Br:14][C:15]1[CH:19]=[N:18][N:17]([CH3:20])[C:16]=1[C:21]1[CH:22]=[C:23]([CH:25]=[CH:26][C:27]=1[O:28][CH2:29][C:30]([CH3:35])([N+:32]([O-])=O)[CH3:31])[NH2:24].C(N(CC)C(C)C)(C)C, predict the reaction product. (5) The product is: [O:19]=[C:18]1[NH:17][CH2:16][C@H:15]([CH2:12][CH2:13][NH:14][S:24]([CH3:23])(=[O:26])=[O:25])[N:14]2[C:20]([C:35]3[CH:34]=[CH:36][CH:6]=[CH:5][CH:10]=3)=[C:11]([C:7]3[CH:8]=[CH:9][CH:10]=[C:5]([O:4][C:3]([F:2])([F:21])[F:22])[CH:6]=3)[CH:12]=[C:13]12. Given the reactants Cl.[F:2][C:3]([F:22])([F:21])[O:4][C:5]1[CH:6]=[C:7]([C:11]2[CH:12]=[C:13]3[C:18](=[O:19])[NH:17][CH2:16][CH2:15][N:14]3[CH:20]=2)[CH:8]=[CH:9][CH:10]=1.[CH3:23][S:24](Cl)(=[O:26])=[O:25].CCN([CH:34]([CH3:36])[CH3:35])C(C)C.C([O-])(O)=O.[Na+], predict the reaction product. (6) The product is: [Br:1][C:2]1[CH:3]=[C:4]([CH:5]=[CH:11][CH:12]=[O:14])[CH:7]=[C:8]([Br:10])[CH:9]=1. Given the reactants [Br:1][C:2]1[CH:3]=[C:4]([CH:7]=[C:8]([Br:10])[CH:9]=1)[CH:5]=O.[CH3:11][C:12](C)([O-:14])C.[Br-].O1CCOC1CP(CCCC)(CCCC)CCCC.Cl, predict the reaction product. (7) Given the reactants [NH2:1][C:2]1[CH:7]=[CH:6][C:5]([C:8]2[C:9]([NH2:24])=[N:10][C:11]([NH2:23])=[N:12][C:13]=2[CH2:14][O:15][CH2:16][C:17]2[CH:22]=[CH:21][CH:20]=[CH:19][CH:18]=2)=[CH:4][CH:3]=1.[Cl:25][C:26]1[CH:33]=[CH:32][C:29]([CH:30]=O)=[CH:28][CH:27]=1.[BH3-]C#N.[Na+].CCOC(C)=O, predict the reaction product. The product is: [CH2:16]([O:15][CH2:14][C:13]1[N:12]=[C:11]([NH2:23])[N:10]=[C:9]([NH2:24])[C:8]=1[C:5]1[CH:6]=[CH:7][C:2]([NH:1][CH2:30][C:29]2[CH:32]=[CH:33][C:26]([Cl:25])=[CH:27][CH:28]=2)=[CH:3][CH:4]=1)[C:17]1[CH:22]=[CH:21][CH:20]=[CH:19][CH:18]=1. (8) Given the reactants [NH2:1][C:2]1[N:6]([CH2:7][C:8]2[CH:13]=[CH:12][CH:11]=[CH:10][C:9]=2[C:14]([F:17])([F:16])[F:15])[N:5]=[CH:4][C:3]=1[C:18]([NH2:20])=[O:19].[C:21](Cl)(=[O:26])[C:22]([CH3:25])([CH3:24])[CH3:23], predict the reaction product. The product is: [CH3:23][C:22]([CH3:25])([CH3:24])[C:21]([NH:1][C:2]1[N:6]([CH2:7][C:8]2[CH:13]=[CH:12][CH:11]=[CH:10][C:9]=2[C:14]([F:17])([F:16])[F:15])[N:5]=[CH:4][C:3]=1[C:18]([NH2:20])=[O:19])=[O:26]. (9) Given the reactants [CH2:1]([NH:3][C:4]1[CH:9]=[C:8]([O:10][CH3:11])[C:7]([O:12][CH3:13])=[CH:6][C:5]=1[C@@H:14]1[CH2:23][CH2:22][C:21]2[CH:20]=[C:19]([O:24][C:25](=[O:30])[C:26]([CH3:29])([CH3:28])[CH3:27])[CH:18]=[CH:17][C:16]=2[CH2:15]1)[CH3:2].C([O:34][C:35]1[CH:43]=[CH:42][C:38]([C:39](O)=[O:40])=[CH:37][C:36]=1[F:44])(=O)C.C(OC1C=CC(C(CCNC2C=C(OC)C(OC)=CC=2[C@@H]2CCC3C=C(OC(=O)C(C)(C)C)C=CC=3C2)=O)=CC=1F)(=O)C, predict the reaction product. The product is: [CH2:1]([N:3]([C:39](=[O:40])[C:38]1[CH:42]=[CH:43][C:35]([OH:34])=[C:36]([F:44])[CH:37]=1)[C:4]1[CH:9]=[C:8]([O:10][CH3:11])[C:7]([O:12][CH3:13])=[CH:6][C:5]=1[C@@H:14]1[CH2:23][CH2:22][C:21]2[CH:20]=[C:19]([O:24][C:25](=[O:30])[C:26]([CH3:29])([CH3:28])[CH3:27])[CH:18]=[CH:17][C:16]=2[CH2:15]1)[CH3:2].